Dataset: Full USPTO retrosynthesis dataset with 1.9M reactions from patents (1976-2016). Task: Predict the reactants needed to synthesize the given product. (1) Given the product [CH2:1]([O:8][C@H:9]([C@@H:11]([N:14]1[C:44](=[O:45])[N:43]([C:40]2[CH:39]=[CH:38][C:37]([N:34]3[CH2:33][CH2:32][N:31]([C:28]4[CH:29]=[CH:30][C:25]([OH:24])=[CH:26][CH:27]=4)[CH2:36][CH2:35]3)=[CH:42][CH:41]=2)[CH:16]=[N:15]1)[CH2:12][CH3:13])[CH3:10])[C:2]1[CH:3]=[CH:4][CH:5]=[CH:6][CH:7]=1, predict the reactants needed to synthesize it. The reactants are: [CH2:1]([O:8][C@H:9]([C@@H:11]([NH:14][NH:15][CH:16]=O)[CH2:12][CH3:13])[CH3:10])[C:2]1[CH:7]=[CH:6][CH:5]=[CH:4][CH:3]=1.O1CCOCC1.[OH:24][C:25]1[CH:30]=[CH:29][C:28]([N:31]2[CH2:36][CH2:35][N:34]([C:37]3[CH:42]=[CH:41][C:40]([NH:43][C:44](=O)[O:45]C4C=CC=CC=4)=[CH:39][CH:38]=3)[CH2:33][CH2:32]2)=[CH:27][CH:26]=1.C(N(CC)CC)C. (2) Given the product [C:1]([OH:10])(=[O:9])[C:2]1[C:3](=[CH:5][CH:6]=[CH:7][CH:8]=1)[OH:4].[OH-:15].[Na+:11], predict the reactants needed to synthesize it. The reactants are: [C:1]([O-:10])(=[O:9])[C:2]1[C:3](=[CH:5][CH:6]=[CH:7][CH:8]=1)[OH:4].[Na+:11].C(O)(=O)C1C(=CC=CC=1)[OH:15]. (3) Given the product [CH3:1][S:2]([C:5]1[CH:10]=[CH:9][C:8]([C:11]2[C:12]3[N:13]([N:17]=[C:18]([NH:20][C:22]4[CH:23]=[CH:24][C:25]([N:28]5[CH2:33][CH2:32][N:31]([CH3:34])[CH2:30][CH2:29]5)=[CH:26][CH:27]=4)[N:19]=3)[CH:14]=[CH:15][CH:16]=2)=[CH:7][CH:6]=1)(=[O:3])=[O:4], predict the reactants needed to synthesize it. The reactants are: [CH3:1][S:2]([C:5]1[CH:10]=[CH:9][C:8]([C:11]2[C:12]3[N:13]([N:17]=[C:18]([NH2:20])[N:19]=3)[CH:14]=[CH:15][CH:16]=2)=[CH:7][CH:6]=1)(=[O:4])=[O:3].Br[C:22]1[CH:27]=[CH:26][C:25]([N:28]2[CH2:33][CH2:32][N:31]([CH3:34])[CH2:30][CH2:29]2)=[CH:24][CH:23]=1.C1(P(C2CCCCC2)C2C=CC=CC=2C2C=CC=CC=2P(C2CCCCC2)C2CCCCC2)CCCCC1. (4) The reactants are: [F:1][C:2]1[N:7]=[CH:6][C:5]([NH:8][CH2:9][CH2:10][O:11]C2CCCCO2)=[C:4]([I:18])[CH:3]=1.C1(C)C=CC(S([O-])(=O)=O)=CC=1.[NH+]1C=CC=CC=1. Given the product [F:1][C:2]1[N:7]=[CH:6][C:5]([NH:8][CH2:9][CH2:10][OH:11])=[C:4]([I:18])[CH:3]=1, predict the reactants needed to synthesize it. (5) Given the product [Br:18][C:19]1[C:20]([O:26][C@H:27]([CH3:31])[C@H:28]([OH:30])[CH3:29])=[N:21][C:22]([NH:1][C:2]2[CH:7]=[CH:6][C:5]([S:8]([CH2:16][CH3:17])(=[N:10][C:11]([O:13][CH2:14][CH3:15])=[O:12])=[O:9])=[CH:4][CH:3]=2)=[N:23][CH:24]=1, predict the reactants needed to synthesize it. The reactants are: [NH2:1][C:2]1[CH:7]=[CH:6][C:5]([S:8]([CH2:16][CH3:17])(=[N:10][C:11]([O:13][CH2:14][CH3:15])=[O:12])=[O:9])=[CH:4][CH:3]=1.[Br:18][C:19]1[C:20]([O:26][C@H:27]([CH3:31])[C@H:28]([OH:30])[CH3:29])=[N:21][C:22](Cl)=[N:23][CH:24]=1.Cl. (6) Given the product [CH3:29][C@H:12]1[C@H:11]([CH3:30])[C@@H:10]([NH:9][C:2]2[N:7]=[C:6]([CH3:8])[CH:5]=[CH:4][N:3]=2)[C:19]2[C:14](=[CH:15][CH:16]=[C:17]([CH:20]3[CH2:25][CH2:24][O:23][CH2:22][CH2:21]3)[CH:18]=2)[N:13]1[C:26](=[O:28])[CH3:27], predict the reactants needed to synthesize it. The reactants are: Br[C:2]1[N:7]=[C:6]([CH3:8])[CH:5]=[CH:4][N:3]=1.[NH2:9][C@H:10]1[C:19]2[C:14](=[CH:15][CH:16]=[C:17]([CH:20]3[CH2:25][CH2:24][O:23][CH2:22][CH2:21]3)[CH:18]=2)[N:13]([C:26](=[O:28])[CH3:27])[C@@H:12]([CH3:29])[C@@H:11]1[CH3:30].CC(C)([O-])C.[Na+].CN(C1C(C2C(P(C3CCCCC3)C3CCCCC3)=CC=CC=2)=CC=CC=1)C. (7) Given the product [C:1]([C:4]1[N:9]=[C:8]([C:10]2[CH:15]=[CH:14][C:13]([C:27]3[C:26]([F:36])=[CH:25][C:24]([C:37]4([C:40]([O:42][CH3:43])=[O:41])[CH2:38][CH2:39]4)=[CH:23][C:22]=3[F:21])=[CH:12][CH:11]=2)[C:7]([CH3:19])=[N:6][C:5]=1[CH3:20])(=[O:3])[NH2:2], predict the reactants needed to synthesize it. The reactants are: [C:1]([C:4]1[N:9]=[C:8]([C:10]2[CH:15]=[CH:14][C:13](B(O)O)=[CH:12][CH:11]=2)[C:7]([CH3:19])=[N:6][C:5]=1[CH3:20])(=[O:3])[NH2:2].[F:21][C:22]1[CH:23]=[C:24]([C:37]2([C:40]([O:42][CH3:43])=[O:41])[CH2:39][CH2:38]2)[CH:25]=[C:26]([F:36])[C:27]=1OS(C(F)(F)F)(=O)=O.[Cl-].[Li+].P([O-])([O-])([O-])=O.[K+].[K+].[K+]. (8) Given the product [F:1][C:2]1[CH:3]=[C:4]([CH:20]=[CH:21][C:22]=1[NH:23][C:24]([NH:26][C:27]1[CH:32]=[C:31]([CH3:33])[CH:30]=[CH:29][C:28]=1[F:34])=[O:25])[O:5][C:6]1[CH:11]=[CH:10][N:9]=[C:8]([C:12]2[NH:16][CH:15]=[C:14]([C:17]([NH:68][CH2:69][CH2:70][CH2:71][N:72]3[CH2:76][CH2:75][CH2:74][CH2:73]3)=[O:19])[CH:13]=2)[CH:7]=1, predict the reactants needed to synthesize it. The reactants are: [F:1][C:2]1[CH:3]=[C:4]([CH:20]=[CH:21][C:22]=1[NH:23][C:24]([NH:26][C:27]1[CH:32]=[C:31]([CH3:33])[CH:30]=[CH:29][C:28]=1[F:34])=[O:25])[O:5][C:6]1[CH:11]=[CH:10][N:9]=[C:8]([C:12]2[NH:16][CH:15]=[C:14]([C:17]([OH:19])=O)[CH:13]=2)[CH:7]=1.CN(C(ON1N=NC2C=CC=NC1=2)=[N+](C)C)C.F[P-](F)(F)(F)(F)F.C(N(CC)C(C)C)(C)C.[NH2:68][CH2:69][CH2:70][CH2:71][N:72]1[CH2:76][CH2:75][CH2:74][CH2:73]1. (9) Given the product [OH:18][C:19]1[CH:24]=[CH:23][C:22]([CH2:25][C:26]([NH:17][C:14]2[CH:15]=[C:16]3[C:11]([CH:10]=[N:9][N:8]3[CH2:7][CH2:6][N:1]3[CH2:5][CH2:4][CH2:3][CH2:2]3)=[CH:12][CH:13]=2)=[O:27])=[CH:21][CH:20]=1, predict the reactants needed to synthesize it. The reactants are: [N:1]1([CH2:6][CH2:7][N:8]2[C:16]3[C:11](=[CH:12][CH:13]=[C:14]([NH2:17])[CH:15]=3)[CH:10]=[N:9]2)[CH2:5][CH2:4][CH2:3][CH2:2]1.[OH:18][C:19]1[CH:24]=[CH:23][C:22]([CH2:25][C:26](O)=[O:27])=[CH:21][CH:20]=1.CN(C(ON1N=NC2C=CC=NC1=2)=[N+](C)C)C.F[P-](F)(F)(F)(F)F.C(N(C(C)C)CC)(C)C.